From a dataset of Forward reaction prediction with 1.9M reactions from USPTO patents (1976-2016). Predict the product of the given reaction. Given the reactants [Br:1][C:2]1[C:3]([CH3:18])=[C:4]2[NH:10][C:9]([C:11]3[CH:17]=[CH:16][C:14]([NH2:15])=[CH:13][CH:12]=3)=[N:8][C:5]2=[N:6][CH:7]=1.[C:19]([C:21]1[CH:22]=[C:23]([S:27](Cl)(=[O:29])=[O:28])[CH:24]=[CH:25][CH:26]=1)#[N:20], predict the reaction product. The product is: [Br:1][C:2]1[C:3]([CH3:18])=[C:4]2[NH:10][C:9]([C:11]3[CH:17]=[CH:16][C:14]([NH:15][S:27]([C:23]4[CH:24]=[CH:25][CH:26]=[C:21]([C:19]#[N:20])[CH:22]=4)(=[O:29])=[O:28])=[CH:13][CH:12]=3)=[N:8][C:5]2=[N:6][CH:7]=1.